This data is from Catalyst prediction with 721,799 reactions and 888 catalyst types from USPTO. The task is: Predict which catalyst facilitates the given reaction. (1) Reactant: CC1C=CC(S(O[CH2:12][CH:13]([OH:29])[CH2:14][CH2:15][N:16]2[C:21](=[O:22])[CH:20]=[N:19][C:18]3[CH:23]=[CH:24][C:25]([O:27][CH3:28])=[N:26][C:17]2=3)(=O)=O)=CC=1.C(=O)([O-])O.[Na+]. Product: [CH3:28][O:27][C:25]1[CH:24]=[CH:23][C:18]2[N:19]=[CH:20][C:21](=[O:22])[N:16]([CH2:15][CH2:14][CH:13]3[CH2:12][O:29]3)[C:17]=2[N:26]=1. The catalyst class is: 5. (2) Reactant: [Br:1][C:2]1[CH:3]=[CH:4][C:5]([OH:11])=[C:6]([C:8](=[O:10])[CH3:9])[CH:7]=1.C(=O)([O-])[O-].[Cs+].[Cs+].[CH2:18](Br)[C:19]1[CH:24]=[CH:23][CH:22]=[CH:21][CH:20]=1. Product: [CH2:18]([O:11][C:5]1[CH:4]=[CH:3][C:2]([Br:1])=[CH:7][C:6]=1[C:8](=[O:10])[CH3:9])[C:19]1[CH:24]=[CH:23][CH:22]=[CH:21][CH:20]=1. The catalyst class is: 31. (3) Reactant: [C:1]([C:3]1[CH:4]=[C:5]([NH:9][C:10](=O)[C:11](F)(F)F)[CH:6]=[CH:7][CH:8]=1)#[N:2].C([O-])([O-])=O.[K+].[K+].C(I)C.CO. Product: [CH2:10]([NH:9][C:5]1[CH:4]=[C:3]([CH:8]=[CH:7][CH:6]=1)[C:1]#[N:2])[CH3:11]. The catalyst class is: 18.